This data is from Full USPTO retrosynthesis dataset with 1.9M reactions from patents (1976-2016). The task is: Predict the reactants needed to synthesize the given product. (1) Given the product [Br:21][CH2:28][C:2]1[CH:3]=[CH:4][CH:5]=[CH:6][C:1]=1[CH:7]([CH2:9][CH2:10][CH2:11][CH2:12][CH2:13][CH2:14][CH2:15][CH2:16][CH2:17][CH3:18])[CH3:8], predict the reactants needed to synthesize it. The reactants are: [C:1]1([CH:7]([CH2:9][CH2:10][CH2:11][CH2:12][CH2:13][CH2:14][CH2:15][CH2:16][CH2:17][CH3:18])[CH3:8])[CH:6]=[CH:5][CH:4]=[CH:3][CH:2]=1.C=O.[Br-:21].[Na+].S(=O)(=O)(O)O.[C:28](O)(=O)C. (2) Given the product [Cl:1][C:2]1[CH:10]=[CH:9][CH:8]=[C:7]2[C:3]=1[C:4]([C:17]([OH:19])=[O:18])=[CH:5][N:6]2[CH2:11][C:12](=[O:16])[N:13]([CH3:14])[CH3:15].[F:28][C:25]1([F:29])[CH2:24][CH2:23][C:22]([CH2:21][NH:20][C:17]([C:4]2[C:3]3[C:7](=[CH:8][CH:9]=[CH:10][C:2]=3[Cl:1])[N:6]([CH2:11][C:12](=[O:16])[N:13]([CH3:14])[CH3:15])[CH:5]=2)=[O:19])([OH:30])[CH2:27][CH2:26]1, predict the reactants needed to synthesize it. The reactants are: [Cl:1][C:2]1[CH:10]=[CH:9][CH:8]=[C:7]2[C:3]=1[C:4]([C:17]([OH:19])=[O:18])=[CH:5][N:6]2[CH2:11][C:12](=[O:16])[N:13]([CH3:15])[CH3:14].[NH2:20][CH2:21][C:22]1([OH:30])[CH2:27][CH2:26][C:25]([F:29])([F:28])[CH2:24][CH2:23]1.CCN(C(C)C)C(C)C.CN(C=O)C. (3) Given the product [Cl:13][C:9]1[CH:8]=[C:7]([C:5]2[N:6]=[C:2]([NH:1][C:22]3[CH:21]=[C:20]([CH:19]([O:30][CH3:31])[O:18][CH3:17])[CH:25]=[CH:24][C:23]=3[N+:26]([O-:28])=[O:27])[S:3][C:4]=2[C:14]([NH2:16])=[O:15])[CH:12]=[CH:11][CH:10]=1, predict the reactants needed to synthesize it. The reactants are: [NH2:1][C:2]1[S:3][C:4]([C:14]([NH2:16])=[O:15])=[C:5]([C:7]2[CH:12]=[CH:11][CH:10]=[C:9]([Cl:13])[CH:8]=2)[N:6]=1.[CH3:17][O:18][CH:19]([O:30][CH3:31])[C:20]1[CH:25]=[CH:24][C:23]([N+:26]([O-:28])=[O:27])=[C:22](F)[CH:21]=1.C(=O)([O-])[O-].[Cs+].[Cs+].CN(C)C=O. (4) The reactants are: [CH3:1][N:2]1[CH2:7][CH2:6][NH:5][CH2:4][CH2:3]1.C(O)(=O)C.[NH2:12][C:13]1[N:18]=[CH:17][N:16]=[C:15]2[N:19]([CH:30]3[CH2:35][CH2:34][C:33](=O)[CH2:32][CH2:31]3)[N:20]=[C:21]([C:22]3[CH:27]=[CH:26][C:25]([NH2:28])=[C:24]([F:29])[CH:23]=3)[C:14]=12.C(O[BH-](OC(=O)C)OC(=O)C)(=O)C.[Na+]. Given the product [NH2:28][C:25]1[CH:26]=[CH:27][C:22]([C:21]2[C:14]3[C:15](=[N:16][CH:17]=[N:18][C:13]=3[NH2:12])[N:19]([CH:30]3[CH2:35][CH2:34][CH:33]([N:5]4[CH2:6][CH2:7][N:2]([CH3:1])[CH2:3][CH2:4]4)[CH2:32][CH2:31]3)[N:20]=2)=[CH:23][C:24]=1[F:29], predict the reactants needed to synthesize it. (5) Given the product [Cl:11][C:8]1[CH:7]=[CH:6][C:5]2[C:10](=[C:2]([NH:45][C:41]3[CH:42]=[CH:43][CH:44]=[C:39]([O:38][CH2:36][CH3:37])[CH:40]=3)[N:3]([C:12]3[CH:17]=[CH:16][C:15]([Cl:18])=[CH:14][CH:13]=3)[N:4]=2)[CH:9]=1, predict the reactants needed to synthesize it. The reactants are: Cl[C:2]1[N:3]([C:12]2[CH:17]=[CH:16][C:15]([Cl:18])=[CH:14][CH:13]=2)[N:4]=[C:5]2[C:10]=1[CH:9]=[C:8]([Cl:11])[CH:7]=[CH:6]2.ClC1N(C2C=CC(Cl)=CC=2)N=C2C=1C=CC=C2.[CH2:36]([O:38][C:39]1[CH:40]=[C:41]([NH2:45])[CH:42]=[CH:43][CH:44]=1)[CH3:37]. (6) Given the product [CH3:19][C:17]1[CH:18]=[C:13]([CH2:12][N:9]2[C:10](=[O:11])[C:6]3[CH:5]=[CH:4][N:3]=[C:2]([C:25]([O:27][C:28]4[CH:33]=[CH:32][CH:31]=[CH:30][CH:29]=4)=[O:26])[C:7]=3[CH2:8]2)[CH:14]=[N:15][C:16]=1[N:20]1[CH:24]=[CH:23][CH:22]=[N:21]1, predict the reactants needed to synthesize it. The reactants are: Cl[C:2]1[C:7]2[CH2:8][N:9]([CH2:12][C:13]3[CH:14]=[N:15][C:16]([N:20]4[CH:24]=[CH:23][CH:22]=[N:21]4)=[C:17]([CH3:19])[CH:18]=3)[C:10](=[O:11])[C:6]=2[CH:5]=[CH:4][N:3]=1.[CH:25]([O:27][C:28]1[CH:33]=[CH:32][CH:31]=[CH:30][CH:29]=1)=[O:26]. (7) Given the product [Cl:1][C:2]1[CH:7]=[CH:6][C:5]([CH3:8])=[CH:4][C:3]=1[O:9][C@@H:30]([CH3:35])[C:31]([O:33][CH3:34])=[O:32], predict the reactants needed to synthesize it. The reactants are: [Cl:1][C:2]1[CH:7]=[CH:6][C:5]([CH3:8])=[CH:4][C:3]=1[OH:9].C1(P(C2C=CC=CC=2)C2C=CC=CC=2)C=CC=CC=1.O[C@H:30]([CH3:35])[C:31]([O:33][CH3:34])=[O:32].CC(OC(/N=N/C(OC(C)C)=O)=O)C. (8) Given the product [ClH:27].[NH2:7][C@H:8]([C:20]1[CH:25]=[CH:24][CH:23]=[CH:22][CH:21]=1)[C@H:9]([OH:19])[CH2:10][OH:11], predict the reactants needed to synthesize it. The reactants are: C(OC(=O)[NH:7][C@H:8]([C:20]1[CH:25]=[CH:24][CH:23]=[CH:22][CH:21]=1)[C@H:9]([OH:19])[CH2:10][O:11][Si](C(C)(C)C)(C)C)(C)(C)C.[ClH:27].O1CCOCC1.